From a dataset of Catalyst prediction with 721,799 reactions and 888 catalyst types from USPTO. Predict which catalyst facilitates the given reaction. (1) Reactant: [Br:1][C:2]1[CH:7]=[CH:6][C:5]([C@@H:8]([N:10]([CH2:18][CH2:19][CH2:20]/[C:21](=[N:28]\[S@@:29]([C:31]([CH3:34])([CH3:33])[CH3:32])=[O:30])/[C:22]2[CH:27]=[CH:26][CH:25]=[CH:24][CH:23]=2)[C:11](=[O:17])[O:12][C:13]([CH3:16])([CH3:15])[CH3:14])[CH3:9])=[CH:4][CH:3]=1.[CH3:35][C:36](=[CH2:40])[CH2:37][Mg]Cl. Product: [Br:1][C:2]1[CH:3]=[CH:4][C:5]([C@@H:8]([N:10]([CH2:18][CH2:19][CH2:20][C@@:21]([NH:28][S@@:29]([C:31]([CH3:33])([CH3:32])[CH3:34])=[O:30])([C:22]2[CH:23]=[CH:24][CH:25]=[CH:26][CH:27]=2)[CH2:37][C:36]([CH3:40])=[CH2:35])[C:11](=[O:17])[O:12][C:13]([CH3:15])([CH3:14])[CH3:16])[CH3:9])=[CH:6][CH:7]=1. The catalyst class is: 1. (2) Reactant: [NH2:1][C:2]1[S:6][C:5]([S:7]([NH2:10])(=[O:9])=[O:8])=[N:4][N:3]=1.CN(CCCN=C=NCC)C.[OH:22][C:23]1[C:31]2N=N[NH:28][C:27]=2C=CC=1. Product: [NH2:28][CH2:27][CH2:31][C:23]([NH:1][C:2]1[S:6][C:5]([S:7](=[O:9])(=[O:8])[NH2:10])=[N:4][N:3]=1)=[O:22]. The catalyst class is: 3. (3) Reactant: [C:1]([N:8]1[CH2:13][CH2:12][S:11][CH2:10][CH:9]1[C:14](O)=[O:15])([O:3][C:4]([CH3:7])([CH3:6])[CH3:5])=[O:2].Cl.[Li+].[BH4-]. Product: [OH:15][CH2:14][CH:9]1[CH2:10][S:11][CH2:12][CH2:13][N:8]1[C:1]([O:3][C:4]([CH3:7])([CH3:6])[CH3:5])=[O:2]. The catalyst class is: 5. (4) Reactant: CN1CCN(C2C=CC3NC([C:15]4([NH2:21])[CH2:20][CH2:19][NH:18][CH2:17][CH2:16]4)=NC=3C=2)CC1.C([N:26]([CH:30]([CH3:32])C)[CH:27]([CH3:29])C)C.ClC1[N:38]=[CH:37][N:36]=[C:35]2[C:35]=1[NH:36][CH:37]=[N:38]2. Product: [N:38]1[C:30]2[NH:26][CH:27]=[CH:29][C:32]=2[C:35]([N:18]2[CH2:17][CH2:16][CH:15]([NH2:21])[CH2:20][CH2:19]2)=[N:36][CH:37]=1. The catalyst class is: 44.